From a dataset of Full USPTO retrosynthesis dataset with 1.9M reactions from patents (1976-2016). Predict the reactants needed to synthesize the given product. Given the product [N:23]1[CH:42]=[CH:32][CH:25]=[CH:26][C:31]=1[CH2:30][N:1]1[C:9]2[C:4](=[CH:5][CH:6]=[CH:7][CH:8]=2)[C:3]2([C:21]3[C:12](=[CH:13][C:14]4[O:19][CH2:18][CH2:17][O:16][C:15]=4[CH:20]=3)[O:11][CH2:10]2)[C:2]1=[O:22], predict the reactants needed to synthesize it. The reactants are: [NH:1]1[C:9]2[C:4](=[CH:5][CH:6]=[CH:7][CH:8]=2)[C:3]2([C:21]3[C:12](=[CH:13][C:14]4[O:19][CH2:18][CH2:17][O:16][C:15]=4[CH:20]=3)[O:11][CH2:10]2)[C:2]1=[O:22].[NH:23]1[C:31]2[C:26](=CC=C[CH:30]=2)[C:25]2(COC3C=C4C(=[CH:42][C:32]2=3)CCO4)C1=O.Br.BrCC1C=CC=CN=1.BrCC1CCCCO1.